Dataset: Peptide-MHC class I binding affinity with 185,985 pairs from IEDB/IMGT. Task: Regression. Given a peptide amino acid sequence and an MHC pseudo amino acid sequence, predict their binding affinity value. This is MHC class I binding data. The peptide sequence is YPARVKCAL. The MHC is HLA-B35:01 with pseudo-sequence HLA-B35:01. The binding affinity (normalized) is 0.936.